This data is from Forward reaction prediction with 1.9M reactions from USPTO patents (1976-2016). The task is: Predict the product of the given reaction. (1) Given the reactants [ClH:1].O1CCOCC1.OC(C(F)(F)F)=O.OC(C(F)(F)F)=O.[CH3:22][C:23]1[CH:52]=[CH:51][C:26]2[N:27]=[C:28]([N:30]3[CH2:35][CH2:34][N:33](C(OC(C)(C)C)=O)[CH2:32][CH:31]3[CH2:43][O:44][C:45]3[CH:46]=[N:47][CH:48]=[CH:49][CH:50]=3)[O:29][C:25]=2[CH:24]=1, predict the reaction product. The product is: [ClH:1].[CH3:22][C:23]1[CH:52]=[CH:51][C:26]2[N:27]=[C:28]([N:30]3[CH2:35][CH2:34][NH:33][CH2:32][CH:31]3[CH2:43][O:44][C:45]3[CH:46]=[N:47][CH:48]=[CH:49][CH:50]=3)[O:29][C:25]=2[CH:24]=1. (2) Given the reactants Br[C:2]1[S:6][C:5]([C:7]2[CH:15]=[C:10]3[N:11]=[CH:12][CH:13]=[CH:14][N:9]3[N:8]=2)=[CH:4][CH:3]=1.[I-:16].[Na+].CN[C@@H]1CCCC[C@H]1NC.O, predict the reaction product. The product is: [I:16][C:2]1[S:6][C:5]([C:7]2[CH:15]=[C:10]3[N:11]=[CH:12][CH:13]=[CH:14][N:9]3[N:8]=2)=[CH:4][CH:3]=1.